From a dataset of Catalyst prediction with 721,799 reactions and 888 catalyst types from USPTO. Predict which catalyst facilitates the given reaction. Reactant: [OH:1][C:2]1[CH:16]=[CH:15][CH:14]=[CH:13][C:3]=1[O:4][CH2:5][CH2:6][CH2:7][C:8]([O:10][CH2:11][CH3:12])=[O:9].[H-].[Na+].[Br:19][CH2:20][CH2:21][CH2:22]Br. The catalyst class is: 3. Product: [Br:19][CH2:20][CH2:21][CH2:22][O:1][C:2]1[CH:16]=[CH:15][CH:14]=[CH:13][C:3]=1[O:4][CH2:5][CH2:6][CH2:7][C:8]([O:10][CH2:11][CH3:12])=[O:9].